Dataset: Forward reaction prediction with 1.9M reactions from USPTO patents (1976-2016). Task: Predict the product of the given reaction. The product is: [Cl:1][C:2]1[N:7]=[C:6]([N:8]([C:16]2[CH:21]=[CH:20][CH:19]=[C:18]([NH:22][OH:23])[CH:17]=2)[C:9](=[O:15])[O:10][C:11]([CH3:14])([CH3:13])[CH3:12])[C:5]([F:25])=[CH:4][N:3]=1. Given the reactants [Cl:1][C:2]1[N:7]=[C:6]([N:8]([C:16]2[CH:21]=[CH:20][CH:19]=[C:18]([N+:22]([O-])=[O:23])[CH:17]=2)[C:9](=[O:15])[O:10][C:11]([CH3:14])([CH3:13])[CH3:12])[C:5]([F:25])=[CH:4][N:3]=1.[NH4+].[Cl-].CCCCCC.C(OCC)(=O)C, predict the reaction product.